Predict the product of the given reaction. From a dataset of Forward reaction prediction with 1.9M reactions from USPTO patents (1976-2016). Given the reactants [CH3:1][O:2][C:3]1[CH:8]=[C:7]([O:9][CH3:10])[CH:6]=[CH:5][C:4]=1[C:11]([N:13]1[CH2:20][CH:19]2[CH:15]([CH2:16][NH:17][CH2:18]2)[CH2:14]1)=[O:12].Cl[C:22]1[N:27]=[C:26]([O:28][CH3:29])[CH:25]=[CH:24][N:23]=1, predict the reaction product. The product is: [CH3:1][O:2][C:3]1[CH:8]=[C:7]([O:9][CH3:10])[CH:6]=[CH:5][C:4]=1[C:11]([N:13]1[CH2:20][CH:19]2[CH:15]([CH2:16][N:17]([C:22]3[N:27]=[C:26]([O:28][CH3:29])[CH:25]=[CH:24][N:23]=3)[CH2:18]2)[CH2:14]1)=[O:12].